This data is from Peptide-MHC class I binding affinity with 185,985 pairs from IEDB/IMGT. The task is: Regression. Given a peptide amino acid sequence and an MHC pseudo amino acid sequence, predict their binding affinity value. This is MHC class I binding data. The peptide sequence is LLYILFLVK. The MHC is HLA-A33:01 with pseudo-sequence HLA-A33:01. The binding affinity (normalized) is 0.149.